From a dataset of Forward reaction prediction with 1.9M reactions from USPTO patents (1976-2016). Predict the product of the given reaction. (1) Given the reactants C(Cl)CCl.[Br:5][C:6]1[CH:7]=[C:8]([CH:12]=[CH:13][C:14]=1[CH2:15][OH:16])[C:9]([OH:11])=O.[F:17][C:18]([F:27])([F:26])[C:19]1[CH:20]=[C:21]([CH:23]=[CH:24][CH:25]=1)[NH2:22].C1C=NC2N(O)N=NC=2C=1, predict the reaction product. The product is: [Br:5][C:6]1[CH:7]=[C:8]([CH:12]=[CH:13][C:14]=1[CH2:15][OH:16])[C:9]([NH:22][C:21]1[CH:23]=[CH:24][CH:25]=[C:19]([C:18]([F:17])([F:26])[F:27])[CH:20]=1)=[O:11]. (2) Given the reactants [C:1]([N:5]1[C:9](=[O:10])[C:8]([NH:11][CH:12]2[CH2:17][CH2:16][NH:15][CH2:14][CH2:13]2)=[C:7]([C:18]2[CH:23]=[CH:22][CH:21]=[CH:20][CH:19]=2)[S:6]1(=[O:25])=[O:24])([CH3:4])([CH3:3])[CH3:2].[C:26](O)(=[O:33])[C:27]1[CH:32]=[CH:31][CH:30]=[CH:29][CH:28]=1.C(Cl)CCl.C1C=CC2N(O)N=NC=2C=1, predict the reaction product. The product is: [C:26]([N:15]1[CH2:16][CH2:17][CH:12]([NH:11][C:8]2[C:9](=[O:10])[N:5]([C:1]([CH3:4])([CH3:2])[CH3:3])[S:6](=[O:25])(=[O:24])[C:7]=2[C:18]2[CH:19]=[CH:20][CH:21]=[CH:22][CH:23]=2)[CH2:13][CH2:14]1)(=[O:33])[C:27]1[CH:32]=[CH:31][CH:30]=[CH:29][CH:28]=1.